This data is from Full USPTO retrosynthesis dataset with 1.9M reactions from patents (1976-2016). The task is: Predict the reactants needed to synthesize the given product. (1) Given the product [Cl:12][C:10]1[N:9]=[C:8]([NH:13][CH2:14][CH2:15][CH3:16])[C:6]2[N:7]=[C:2]([NH:22][CH3:21])[N:3]=[C:4]([NH:17][CH2:18][CH2:19][CH3:20])[C:5]=2[N:11]=1, predict the reactants needed to synthesize it. The reactants are: Cl[C:2]1[N:3]=[C:4]([NH:17][CH2:18][CH2:19][CH3:20])[C:5]2[N:11]=[C:10]([Cl:12])[N:9]=[C:8]([NH:13][CH2:14][CH2:15][CH3:16])[C:6]=2[N:7]=1.[CH3:21][NH2:22].C1COCC1. (2) The reactants are: [CH3:1][NH:2][C:3]([C:5]1[CH:10]=[CH:9][C:8]([O:11][C:12]2[CH:29]=[CH:28][C:15]3[CH2:16][CH2:17][N:18](C(OC(C)(C)C)=O)[CH2:19][CH2:20][C:14]=3[CH:13]=2)=[C:7]([O:30][CH3:31])[CH:6]=1)=[O:4].FC(F)(F)C(O)=O. Given the product [CH3:1][NH:2][C:3](=[O:4])[C:5]1[CH:10]=[CH:9][C:8]([O:11][C:12]2[CH:29]=[CH:28][C:15]3[CH2:16][CH2:17][NH:18][CH2:19][CH2:20][C:14]=3[CH:13]=2)=[C:7]([O:30][CH3:31])[CH:6]=1, predict the reactants needed to synthesize it. (3) Given the product [C:1]([O:5][C:6]([N:8]1[CH2:13][CH2:12][N:11]([CH2:15][CH:16]2[CH2:21][CH2:20][CH2:19][CH2:18][CH2:17]2)[CH2:10][CH2:9]1)=[O:7])([CH3:4])([CH3:2])[CH3:3], predict the reactants needed to synthesize it. The reactants are: [C:1]([O:5][C:6]([N:8]1[CH2:13][CH2:12][NH:11][CH2:10][CH2:9]1)=[O:7])([CH3:4])([CH3:3])[CH3:2].Br[CH2:15][CH2:16][CH2:17][CH2:18][CH2:19][CH2:20][CH3:21]. (4) Given the product [C:1]1([CH3:33])[CH:6]=[CH:5][C:4]([N:7]([CH:15]2[CH2:20][CH2:19][N:18]([CH2:21][CH2:22][C:23]3([CH2:29][C:30]([N:34]([CH2:35][C:36]([O:38][C:39]([CH3:42])([CH3:41])[CH3:40])=[O:37])[CH2:43][C:44]([O:46][C:47]([CH3:49])([CH3:50])[CH3:48])=[O:45])=[O:31])[CH2:24][CH2:25][CH2:26][CH2:27][CH2:28]3)[CH2:17][CH2:16]2)[C:8]([C:10]2[O:11][CH:12]=[CH:13][CH:14]=2)=[O:9])=[CH:3][CH:2]=1, predict the reactants needed to synthesize it. The reactants are: [C:1]1([CH3:33])[CH:6]=[CH:5][C:4]([N:7]([CH:15]2[CH2:20][CH2:19][N:18]([CH2:21][CH2:22][C:23]3([CH2:29][C:30](O)=[O:31])[CH2:28][CH2:27][CH2:26][CH2:25][CH2:24]3)[CH2:17][CH2:16]2)[C:8]([C:10]2[O:11][CH:12]=[CH:13][CH:14]=2)=[O:9])=[CH:3][CH:2]=1.[NH:34]([CH2:43][C:44]([O:46][C:47]([CH3:50])([CH3:49])[CH3:48])=[O:45])[CH2:35][C:36]([O:38][C:39]([CH3:42])([CH3:41])[CH3:40])=[O:37].C(N(CC)C(C)C)(C)C.F[B-](F)(F)F.BrC1C=CC=C[N+]=1CC. (5) Given the product [CH3:12][O:13][C:14]1[CH:20]=[C:19]([O:21][CH3:22])[CH:18]=[CH:17][C:15]=1[NH:16][C:4](=[NH:5])[CH2:3][C:2](=[O:1])[C:6]1[CH:7]=[CH:8][CH:9]=[CH:10][CH:11]=1, predict the reactants needed to synthesize it. The reactants are: [O:1]=[C:2]([C:6]1[CH:11]=[CH:10][CH:9]=[CH:8][CH:7]=1)[CH2:3][C:4]#[N:5].[CH3:12][O:13][C:14]1[CH:20]=[C:19]([O:21][CH3:22])[CH:18]=[CH:17][C:15]=1[NH2:16]. (6) The reactants are: [Cl:1][C:2]1[C:7]([F:8])=[C:6]([CH:9]=O)[CH:5]=[CH:4][N:3]=1.Cl.[NH2:12][OH:13].C([O-])(=O)C.[NH4+]. Given the product [Cl:1][C:2]1[C:7]([F:8])=[C:6]([CH:9]=[N:12][OH:13])[CH:5]=[CH:4][N:3]=1, predict the reactants needed to synthesize it.